From a dataset of Forward reaction prediction with 1.9M reactions from USPTO patents (1976-2016). Predict the product of the given reaction. (1) Given the reactants C[O:2][C:3]1[C:11]2[CH:10]=[C:9]([C:12]3[N:13]=[C:14]([CH3:17])[S:15][CH:16]=3)[O:8][C:7]=2[CH:6]=[CH:5][CH:4]=1.B(Br)(Br)Br, predict the reaction product. The product is: [OH:2][C:3]1[C:11]2[CH:10]=[C:9]([C:12]3[N:13]=[C:14]([CH3:17])[S:15][CH:16]=3)[O:8][C:7]=2[CH:6]=[CH:5][CH:4]=1. (2) The product is: [CH3:27][N:12]1[CH2:11][CH2:10][C:9]2[C:15](=[C:16]([C:17]3[CH:18]=[CH:19][CH:20]=[CH:21][CH:22]=3)[N:7]([C:1]3[CH:2]=[CH:3][CH:4]=[CH:5][CH:6]=3)[N:8]=2)[CH2:14][CH2:13]1. Given the reactants [C:1]1([N:7]2[C:16]([C:17]3[CH:22]=[CH:21][CH:20]=[CH:19][CH:18]=3)=[C:15]3[C:9]([CH2:10][CH2:11][NH:12][CH2:13][CH2:14]3)=[N:8]2)[CH:6]=[CH:5][CH:4]=[CH:3][CH:2]=1.C=O.[BH-](OC(C)=O)(OC(C)=O)O[C:27](C)=O.[Na+], predict the reaction product. (3) Given the reactants [Cl:1][C:2]1[C:7]([O:8][CH3:9])=[CH:6][C:5]([O:10][CH3:11])=[C:4]([Cl:12])[C:3]=1[C:13]1[N:18]=[CH:17][C:16]2[C:19]([C:22]3[CH:23]=[N:24][N:25]([CH2:27][C:28]([OH:30])=O)[CH:26]=3)=[N:20][NH:21][C:15]=2[CH:14]=1.Cl.[NH:32]1[CH2:35][CH:34]([OH:36])[CH2:33]1, predict the reaction product. The product is: [Cl:1][C:2]1[C:7]([O:8][CH3:9])=[CH:6][C:5]([O:10][CH3:11])=[C:4]([Cl:12])[C:3]=1[C:13]1[N:18]=[CH:17][C:16]2[C:19]([C:22]3[CH:23]=[N:24][N:25]([CH2:27][C:28]([N:32]4[CH2:35][CH:34]([OH:36])[CH2:33]4)=[O:30])[CH:26]=3)=[N:20][NH:21][C:15]=2[CH:14]=1. (4) Given the reactants [C:1]([O:5][C:6]([N:8]1[CH2:13][CH2:12][CH:11](C2C=CC=CC=2S([O-])(=O)=O)[CH2:10][CH2:9]1)=[O:7])([CH3:4])([CH3:3])[CH3:2].[C:24]([O:32][CH2:33][CH3:34])(=[O:31])[CH2:25][C:26]([O:28][CH2:29][CH3:30])=[O:27].[O-]CC.[Na+].CCO, predict the reaction product. The product is: [C:1]([O:5][C:6]([N:8]1[CH2:13][CH2:12][CH:11]([CH:25]([C:26]([O:28][CH2:29][CH3:30])=[O:27])[C:24]([O:32][CH2:33][CH3:34])=[O:31])[CH2:10][CH2:9]1)=[O:7])([CH3:4])([CH3:2])[CH3:3]. (5) Given the reactants O=S(Cl)Cl.[Br:5][C:6]1[CH:7]=[N:8][CH:9]=[C:10]([CH:14]=1)[C:11]([OH:13])=O.CCN(C(C)C)C(C)C.[F:24][C:25]([F:35])([F:34])[O:26][C:27]1[CH:33]=[CH:32][C:30]([NH2:31])=[CH:29][CH:28]=1.C([O-])([O-])=O.[Na+].[Na+], predict the reaction product. The product is: [Br:5][C:6]1[CH:7]=[N:8][CH:9]=[C:10]([CH:14]=1)[C:11]([NH:31][C:30]1[CH:32]=[CH:33][C:27]([O:26][C:25]([F:24])([F:34])[F:35])=[CH:28][CH:29]=1)=[O:13]. (6) Given the reactants [NH2:1][C:2]1[S:3][C:4]2[C:10](=[O:11])[CH2:9][C:8]([CH3:13])([CH3:12])[CH2:7][C:5]=2[N:6]=1.C1N=[CH:17][N:16]([C:19](N2C=NC=C2)=[O:20])[CH:15]=1.C1CCN2C(=NCCC2)CC1.CNC, predict the reaction product. The product is: [CH3:12][C:8]1([CH3:13])[CH2:7][C:5]2[N:6]=[C:2]([NH:1][C:19](=[O:20])[N:16]([CH3:17])[CH3:15])[S:3][C:4]=2[C:10](=[O:11])[CH2:9]1. (7) Given the reactants C(N(CC)CC)C.C(Cl)CCl.C1C=CC2N(O)N=NC=2C=1.[F:22][C:23]1[C:28]([F:29])=[CH:27][CH:26]=[CH:25][C:24]=1[C@H:30]1[CH2:36][N:35]2[C:37]([C:40]3([C:43]([F:46])([F:45])[F:44])[CH2:42][CH2:41]3)=[CH:38][N:39]=[C:34]2[C@H:33]([NH2:47])[CH2:32][CH2:31]1.[O:48]=[C:49]1[NH:57][C:52]2=[N:53][CH:54]=[CH:55][CH:56]=[C:51]2[C:50]21[CH2:65][C:64]1[C:59](=[CH:60][CH:61]=[C:62]([C:66](O)=[O:67])[CH:63]=1)[CH2:58]2, predict the reaction product. The product is: [F:22][C:23]1[C:28]([F:29])=[CH:27][CH:26]=[CH:25][C:24]=1[C@H:30]1[CH2:36][N:35]2[C:37]([C:40]3([C:43]([F:46])([F:44])[F:45])[CH2:42][CH2:41]3)=[CH:38][N:39]=[C:34]2[C@H:33]([NH:47][C:66]([C:62]2[CH:63]=[C:64]3[C:59](=[CH:60][CH:61]=2)[CH2:58][C:50]2([C:51]4[C:52](=[N:53][CH:54]=[CH:55][CH:56]=4)[NH:57][C:49]2=[O:48])[CH2:65]3)=[O:67])[CH2:32][CH2:31]1. (8) Given the reactants [NH2:1][C:2]1[CH:3]=[C:4]([C:8]2[O:12][C:11]([P:13]([O:18][CH2:19][CH3:20])(=[O:17])[O:14][CH2:15][CH3:16])=[CH:10][CH:9]=2)[CH:5]=[CH:6][CH:7]=1.C1C(=O)N([Br:28])C(=O)C1.CC(N=NC(C#N)(C)C)(C#N)C, predict the reaction product. The product is: [Br:28][C:7]1[CH:6]=[CH:5][C:4]([C:8]2[O:12][C:11]([P:13]([O:18][CH2:19][CH3:20])(=[O:17])[O:14][CH2:15][CH3:16])=[CH:10][CH:9]=2)=[CH:3][C:2]=1[NH2:1]. (9) Given the reactants [C:1]([C:3]1[C:4]([N:17]2[CH2:22][CH2:21][CH:20]([C:23]([OH:25])=O)[CH2:19][CH2:18]2)=[N:5][C:6]([CH:14]([F:16])[F:15])=[C:7]([C:9]([O:11][CH2:12][CH3:13])=[O:10])[CH:8]=1)#[N:2].[Cl:26][C:27]1[CH:32]=[CH:31][CH:30]=[CH:29][C:28]=1[CH2:33][S:34]([NH2:37])(=[O:36])=[O:35], predict the reaction product. The product is: [Cl:26][C:27]1[CH:32]=[CH:31][CH:30]=[CH:29][C:28]=1[CH2:33][S:34]([NH:37][C:23]([CH:20]1[CH2:19][CH2:18][N:17]([C:4]2[C:3]([C:1]#[N:2])=[CH:8][C:7]([C:9]([O:11][CH2:12][CH3:13])=[O:10])=[C:6]([CH:14]([F:15])[F:16])[N:5]=2)[CH2:22][CH2:21]1)=[O:25])(=[O:35])=[O:36]. (10) Given the reactants [Si:1]([O:8][CH2:9][C@@H:10]([N:14]([CH2:22][C:23](=[O:27])[C:24](C)=[CH2:25])[C:15](=[O:21])[O:16][C:17]([CH3:20])([CH3:19])[CH3:18])[C:11](C)=[CH2:12])([C:4]([CH3:7])([CH3:6])[CH3:5])([CH3:3])[CH3:2].[Si](OC[C@@H]1C=C(C)C(=O)CN1C(OC(C)(C)C)=O)(C(C)(C)C)(C)C, predict the reaction product. The product is: [Si:1]([O:8][CH2:9][C@@H:10]1[C:11]([CH3:12])=[C:24]([CH3:25])[C:23](=[O:27])[CH2:22][N:14]1[C:15]([O:16][C:17]([CH3:18])([CH3:20])[CH3:19])=[O:21])([C:4]([CH3:5])([CH3:6])[CH3:7])([CH3:2])[CH3:3].